Dataset: Catalyst prediction with 721,799 reactions and 888 catalyst types from USPTO. Task: Predict which catalyst facilitates the given reaction. (1) Reactant: C(=O)([O-])[O-].[Cs+].[Cs+].Cl[CH2:8][C:9]1[C:18]2[C:13](=[CH:14][CH:15]=[CH:16][CH:17]=2)[N:12]=[C:11]([CH3:19])[CH:10]=1.[I-].[K+].[OH:22][C:23]1[CH:28]=[CH:27][C:26]([S:29]([NH:32][CH2:33][C@H:34]([N:39]2[CH2:44][CH2:43][N:42]([S:45]([CH3:48])(=[O:47])=[O:46])[CH2:41][CH2:40]2)[C:35]([O:37][CH3:38])=[O:36])(=[O:31])=[O:30])=[CH:25][CH:24]=1. Product: [CH3:48][S:45]([N:42]1[CH2:41][CH2:40][N:39]([C@@H:34]([CH2:33][NH:32][S:29]([C:26]2[CH:25]=[CH:24][C:23]([O:22][CH2:8][C:9]3[C:18]4[C:13](=[CH:14][CH:15]=[CH:16][CH:17]=4)[N:12]=[C:11]([CH3:19])[CH:10]=3)=[CH:28][CH:27]=2)(=[O:31])=[O:30])[C:35]([O:37][CH3:38])=[O:36])[CH2:44][CH2:43]1)(=[O:46])=[O:47]. The catalyst class is: 21. (2) Reactant: C([O:3][C:4]([C:6]1[C:10]2[CH2:11][CH2:12][C:13]3[C:18]([C:9]=2[N:8]([CH3:20])[CH:7]=1)=[N:17][C:16]([NH2:19])=[N:15][CH:14]=3)=[O:5])C.[OH-].[K+]. Product: [NH2:19][C:16]1[N:17]=[C:18]2[C:13]([CH2:12][CH2:11][C:10]3[C:6]([C:4]([OH:5])=[O:3])=[CH:7][N:8]([CH3:20])[C:9]=32)=[CH:14][N:15]=1. The catalyst class is: 14. (3) Reactant: [Br:1][C:2]1[CH:3]=[CH:4][C:5](F)=[N:6][CH:7]=1.[CH3:9][NH2:10].O. Product: [Br:1][C:2]1[CH:3]=[CH:4][C:5]([NH:10][CH3:9])=[N:6][CH:7]=1. The catalyst class is: 1. (4) Reactant: C([O:5][C:6](=[O:38])[CH2:7][C@H:8]([NH:11][S:12]([C:15]1[CH:20]=[CH:19][C:18]([NH:21][C:22](=[O:24])[CH3:23])=[CH:17][C:16]=1[O:25][CH2:26][CH2:27][C:28]1[CH:37]=[CH:36][CH:35]=[C:34]2[C:29]=1[CH:30]=[CH:31][CH:32]=[N:33]2)(=[O:14])=[O:13])[C:9]#[N:10])(C)(C)C. Product: [C:22]([NH:21][C:18]1[CH:19]=[CH:20][C:15]([S:12]([NH:11][C@H:8]([C:9]#[N:10])[CH2:7][C:6]([OH:38])=[O:5])(=[O:14])=[O:13])=[C:16]([O:25][CH2:26][CH2:27][C:28]2[CH:37]=[CH:36][CH:35]=[C:34]3[C:29]=2[CH:30]=[CH:31][CH:32]=[N:33]3)[CH:17]=1)(=[O:24])[CH3:23]. The catalyst class is: 137. (5) Reactant: Cl[CH2:2][CH2:3][NH:4][C:5](=[O:41])[NH:6][CH2:7][CH2:8][CH2:9][O:10][C:11]1[CH:40]=[CH:39][C:14]([C:15]([N:17]2[C:26]3[C:21](=[CH:22][CH:23]=[CH:24][CH:25]=3)[C@H:20]([N:27]([C:31]3[CH:36]=[CH:35][C:34]([Cl:37])=[CH:33][CH:32]=3)[C:28](=[O:30])[CH3:29])[CH2:19][C@@H:18]2[CH3:38])=[O:16])=[CH:13][CH:12]=1.C([O-])([O-])=O.[Cs+].[Cs+]. Product: [Cl:37][C:34]1[CH:35]=[CH:36][C:31]([N:27]([C@H:20]2[C:21]3[C:26](=[CH:25][CH:24]=[CH:23][CH:22]=3)[N:17]([C:15](=[O:16])[C:14]3[CH:39]=[CH:40][C:11]([O:10][CH2:9][CH2:8][CH2:7][N:6]4[CH2:2][CH2:3][NH:4][C:5]4=[O:41])=[CH:12][CH:13]=3)[C@@H:18]([CH3:38])[CH2:19]2)[C:28](=[O:30])[CH3:29])=[CH:32][CH:33]=1. The catalyst class is: 3.